From a dataset of Forward reaction prediction with 1.9M reactions from USPTO patents (1976-2016). Predict the product of the given reaction. (1) Given the reactants O[C:2]1[N:7]2[N:8]=[CH:9][CH:10]=[C:6]2[N:5]=[C:4]([CH:11]2[CH2:16][N:15]([C:17]([O:19][C:20]([CH3:23])([CH3:22])[CH3:21])=[O:18])[CH:14]([C:24]([O:26][C:27]([CH3:30])([CH3:29])[CH3:28])=[O:25])[CH2:13][CH2:12]2)[CH:3]=1.CCN(C(C)C)C(C)C.O=P(Cl)(Cl)[Cl:42], predict the reaction product. The product is: [Cl:42][C:2]1[N:7]2[N:8]=[CH:9][CH:10]=[C:6]2[N:5]=[C:4]([CH:11]2[CH2:16][N:15]([C:17]([O:19][C:20]([CH3:23])([CH3:22])[CH3:21])=[O:18])[CH:14]([C:24]([O:26][C:27]([CH3:30])([CH3:29])[CH3:28])=[O:25])[CH2:13][CH2:12]2)[CH:3]=1. (2) Given the reactants C[O:2][C:3]1[CH:4]=[C:5]([NH:46][S:47]([CH3:50])(=[O:49])=[O:48])[CH:6]=[CH:7][C:8]=1[C:9]1[C:17]2[C:16]([NH:18][C@H:19]([C:21]3[N:26]([C:27]4[CH:32]=[CH:31][CH:30]=[CH:29][CH:28]=4)[C:25](=[O:33])[C:24]4=[C:34]([CH3:37])[CH:35]=[CH:36][N:23]4[N:22]=3)[CH3:20])=[N:15][CH:14]=[N:13][C:12]=2[N:11](COCC[Si](C)(C)C)[CH:10]=1.B(Br)(Br)Br.N, predict the reaction product. The product is: [OH:2][C:3]1[CH:4]=[C:5]([NH:46][S:47]([CH3:50])(=[O:48])=[O:49])[CH:6]=[CH:7][C:8]=1[C:9]1[C:17]2[C:16]([NH:18][C@H:19]([C:21]3[N:26]([C:27]4[CH:28]=[CH:29][CH:30]=[CH:31][CH:32]=4)[C:25](=[O:33])[C:24]4=[C:34]([CH3:37])[CH:35]=[CH:36][N:23]4[N:22]=3)[CH3:20])=[N:15][CH:14]=[N:13][C:12]=2[NH:11][CH:10]=1. (3) Given the reactants [H-].[Na+].[CH3:3][CH:4]([CH:7]=[CH2:8])[CH2:5][OH:6].[CH3:9][O:10][CH:11]([O:14][CH3:15])[CH2:12]Br.[Cl-].[Na+], predict the reaction product. The product is: [CH3:9][O:10][CH:11]([O:14][CH3:15])[CH2:12][O:6][CH2:5][CH:4]([CH3:3])[CH:7]=[CH2:8]. (4) Given the reactants [NH2:1][C:2]1[CH:3]=[C:4]([C:8]2[CH:13]=[C:12]([C:14]3[CH:19]=[CH:18][C:17]([Cl:20])=[CH:16][C:15]=3[O:21][CH2:22][O:23][CH3:24])[N:11]=[C:10]([NH:25][C:26](=[O:33])[C:27]3[CH:32]=[CH:31][CH:30]=[CH:29][CH:28]=3)[C:9]=2[C:34]#[N:35])[CH:5]=[CH:6][CH:7]=1.[C:36]([NH:43][CH2:44][CH2:45][C:46](O)=[O:47])([O:38][C:39]([CH3:42])([CH3:41])[CH3:40])=[O:37].C1C=CC2N(O)N=NC=2C=1, predict the reaction product. The product is: [C:39]([O:38][C:36](=[O:37])[NH:43][CH2:44][CH2:45][C:46]([NH:1][C:2]1[CH:7]=[CH:6][CH:5]=[C:4]([C:8]2[CH:13]=[C:12]([C:14]3[CH:19]=[CH:18][C:17]([Cl:20])=[CH:16][C:15]=3[O:21][CH2:22][O:23][CH3:24])[N:11]=[C:10]([NH:25][C:26](=[O:33])[C:27]3[CH:28]=[CH:29][CH:30]=[CH:31][CH:32]=3)[C:9]=2[C:34]#[N:35])[CH:3]=1)=[O:47])([CH3:42])([CH3:40])[CH3:41]. (5) Given the reactants FC(F)(F)C(O)=O.O[C:9]1([C:37]2[CH:42]=[CH:41][C:40]([CH3:43])=[CH:39][CH:38]=2)[C:13]2[C:14]([CH3:34])=[C:15]([N:20]3[CH2:25][CH2:24][N:23]([C:26]4[CH:31]=[CH:30][C:29]([O:32][CH3:33])=[CH:28][CH:27]=4)[CH2:22][CH2:21]3)[C:16]([CH3:19])=[C:17]([CH3:18])[C:12]=2[O:11][C:10]1([CH3:36])[CH3:35].C([SiH](CC)CC)C, predict the reaction product. The product is: [CH3:35][C:10]1([CH3:36])[CH:9]([C:37]2[CH:42]=[CH:41][C:40]([CH3:43])=[CH:39][CH:38]=2)[C:13]2[C:14]([CH3:34])=[C:15]([N:20]3[CH2:21][CH2:22][N:23]([C:26]4[CH:27]=[CH:28][C:29]([O:32][CH3:33])=[CH:30][CH:31]=4)[CH2:24][CH2:25]3)[C:16]([CH3:19])=[C:17]([CH3:18])[C:12]=2[O:11]1. (6) Given the reactants [CH:1]1([C:4]#[C:5][C:6]2[CH2:11][CH2:10][N:9](C(OC(C)(C)C)=O)[CH2:8][CH:7]=2)[CH2:3][CH2:2]1.Cl, predict the reaction product. The product is: [CH:1]1([C:4]#[C:5][C:6]2[CH2:11][CH2:10][NH:9][CH2:8][CH:7]=2)[CH2:2][CH2:3]1. (7) The product is: [CH3:38][O:39][C:40]([C:42]1[C:50]2[N:49]=[C:48]([NH:51][C:11]([C:3]3[N:2]=[CH:1][C:10]4[C:5]([CH:4]=3)=[CH:6][CH:7]=[CH:8][CH:9]=4)=[O:13])[NH:47][C:46]=2[CH:45]=[CH:44][CH:43]=1)=[O:41]. Given the reactants [CH:1]1[C:10]2[C:5](=[CH:6][CH:7]=[CH:8][CH:9]=2)[CH:4]=[C:3]([C:11]([OH:13])=O)[N:2]=1.CN(C(ON1N=NC2C=CC=CC1=2)=[N+](C)C)C.F[P-](F)(F)(F)(F)F.[CH3:38][O:39][C:40]([C:42]1[C:50]2[NH:49][C:48]([NH2:51])=[N:47][C:46]=2[CH:45]=[CH:44][CH:43]=1)=[O:41], predict the reaction product.